Predict the reaction yield, written as a fraction of the theoretical maximum amount of product (1.0 means a 100% yield; for example, 0.34 means a 34% yield). From a dataset of Reaction yield outcomes from USPTO patents with 853,638 reactions. (1) The reactants are F[C:2]1[C:7]([I:8])=[CH:6][CH:5]=[CH:4][N:3]=1.[O:9]1[CH:13]=[CH:12][CH:11]=[C:10]1[CH2:14][OH:15]. No catalyst specified. The product is [O:9]1[CH:13]=[CH:12][CH:11]=[C:10]1[CH2:14][O:15][C:2]1[C:7]([I:8])=[CH:6][CH:5]=[CH:4][N:3]=1. The yield is 0.830. (2) The reactants are [F:1][C:2]1[CH:3]=[C:4]([N:10]2[C:15](=[O:16])[C:14]([CH2:17][C:18]3[CH:23]=[CH:22][C:21]([C:24]4[C:25]([C:30]#[N:31])=[CH:26][CH:27]=[CH:28][CH:29]=4)=[CH:20][CH:19]=3)=[C:13]([CH2:32][CH2:33][CH3:34])[N:12]=[C:11]2[CH3:35])[CH:5]=[CH:6][C:7]=1[O:8]C.B(Br)(Br)Br.C(OCC)(=O)C.O. The catalyst is C(Cl)Cl. The product is [F:1][C:2]1[CH:3]=[C:4]([N:10]2[C:15](=[O:16])[C:14]([CH2:17][C:18]3[CH:23]=[CH:22][C:21]([C:24]4[C:25]([C:30]#[N:31])=[CH:26][CH:27]=[CH:28][CH:29]=4)=[CH:20][CH:19]=3)=[C:13]([CH2:32][CH2:33][CH3:34])[N:12]=[C:11]2[CH3:35])[CH:5]=[CH:6][C:7]=1[OH:8]. The yield is 1.00.